Dataset: CYP2C19 inhibition data for predicting drug metabolism from PubChem BioAssay. Task: Regression/Classification. Given a drug SMILES string, predict its absorption, distribution, metabolism, or excretion properties. Task type varies by dataset: regression for continuous measurements (e.g., permeability, clearance, half-life) or binary classification for categorical outcomes (e.g., BBB penetration, CYP inhibition). Dataset: cyp2c19_veith. The drug is CC(C(=O)c1c[nH]c2ccccc12)N1CCSCC1. The result is 1 (inhibitor).